This data is from Full USPTO retrosynthesis dataset with 1.9M reactions from patents (1976-2016). The task is: Predict the reactants needed to synthesize the given product. (1) Given the product [CH3:45][S:46]([C:49]1[CH:54]=[CH:53][C:52]([C:2]2[CH:3]=[CH:4][C:5]([C:8]3[O:9][C:10]([CH3:20])=[C:11]([CH2:13][CH2:14][N:24]4[CH2:25][CH2:27][CH2:32][C@H:31]4[CH3:30])[N:12]=3)=[CH:6][CH:7]=2)=[CH:51][N:50]=1)(=[O:48])=[O:47], predict the reactants needed to synthesize it. The reactants are: Br[C:2]1[CH:7]=[CH:6][C:5]([C:8]2[O:9][C:10]([CH3:20])=[C:11]([CH2:13][CH2:14]OS(C)(=O)=O)[N:12]=2)=[CH:4][CH:3]=1.CC1O[C:25]([C:27]2[CH:32]=[CH:31][C:30](B3OC(C)(C)C(C)(C)O3)=CC=2)=[N:24]C=1CCO.[CH3:45][S:46]([C:49]1[CH:54]=[CH:53][C:52](I)=[CH:51][N:50]=1)(=[O:48])=[O:47]. (2) The reactants are: [Si]([O:18][CH2:19][C:20]1[N:21]=[C:22]([C:34](=[O:36])[CH3:35])[N:23]([CH2:26][O:27][CH2:28][CH2:29][Si:30]([CH3:33])([CH3:32])[CH3:31])[C:24]=1[CH3:25])(C(C)(C)C)(C1C=CC=CC=1)C1C=CC=CC=1.CCCC[N+](CCCC)(CCCC)CCCC.[F-]. Given the product [OH:18][CH2:19][C:20]1[N:21]=[C:22]([C:34](=[O:36])[CH3:35])[N:23]([CH2:26][O:27][CH2:28][CH2:29][Si:30]([CH3:32])([CH3:31])[CH3:33])[C:24]=1[CH3:25], predict the reactants needed to synthesize it. (3) The reactants are: C([O:5][C:6]1[N:18]=[C:17]([C:19]2[CH:20]=[C:21]3[C:25](=[CH:26][CH:27]=2)[N:24]([CH3:28])[CH:23]=[CH:22]3)[C:16]([Cl:29])=[C:15]([O:30]C(C)(C)C)[C:7]=1[C:8]([O:10]C(C)(C)C)=[O:9])(C)(C)C.Cl.O1CCOCC1. Given the product [Cl:29][C:16]1[C:15]([OH:30])=[C:7]([C:8]([OH:10])=[O:9])[C:6](=[O:5])[NH:18][C:17]=1[C:19]1[CH:20]=[C:21]2[C:25](=[CH:26][CH:27]=1)[N:24]([CH3:28])[CH:23]=[CH:22]2, predict the reactants needed to synthesize it. (4) Given the product [F:43][C:44]1[CH:65]=[C:64]([NH2:66])[CH:63]=[CH:62][C:45]=1[O:46][C:47]1[C:52]2=[CH:53][C:54]([C:56]3[CH:57]=[N:58][CH:59]=[CH:60][CH:61]=3)=[CH:55][N:51]2[N:50]=[CH:49][N:48]=1, predict the reactants needed to synthesize it. The reactants are: Cl.FC1C=C(NC(=O)CC(NC2C=CC(F)=CC=2)=O)C=CC=1OC1C2=C(C)C(OCCN3CCOCC3)=CN2N=CN=1.[F:43][C:44]1[CH:65]=[C:64]([N+:66]([O-])=O)[CH:63]=[CH:62][C:45]=1[O:46][C:47]1[C:52]2=[CH:53][C:54]([C:56]3[CH:57]=[N:58][CH:59]=[CH:60][CH:61]=3)=[CH:55][N:51]2[N:50]=[CH:49][N:48]=1. (5) Given the product [CH2:21]([N:13]1[C:14]2[C:19](=[CH:18][CH:17]=[C:16]([Cl:20])[CH:15]=2)[C:11]([O:10][C:6]2[CH:5]=[C:4]([CH2:3][OH:2])[CH:9]=[CH:8][CH:7]=2)=[C:12]1[CH3:28])[C:22]1[CH:27]=[CH:26][CH:25]=[CH:24][CH:23]=1, predict the reactants needed to synthesize it. The reactants are: C[O:2][C:3](=O)[C:4]1[CH:9]=[CH:8][CH:7]=[C:6]([O:10][C:11]2[C:19]3[C:14](=[CH:15][C:16]([Cl:20])=[CH:17][CH:18]=3)[N:13]([CH2:21][C:22]3[CH:27]=[CH:26][CH:25]=[CH:24][CH:23]=3)[C:12]=2[CH3:28])[CH:5]=1.[H-].C([Al+]CC(C)C)C(C)C.